Dataset: Peptide-MHC class II binding affinity with 134,281 pairs from IEDB. Task: Regression. Given a peptide amino acid sequence and an MHC pseudo amino acid sequence, predict their binding affinity value. This is MHC class II binding data. (1) The peptide sequence is IEFRFYKEITNVFRG. The MHC is HLA-DPA10301-DPB10402 with pseudo-sequence HLA-DPA10301-DPB10402. The binding affinity (normalized) is 0.755. (2) The peptide sequence is APEVKYTVFETALKKAITAM. The MHC is DRB5_0101 with pseudo-sequence DRB5_0101. The binding affinity (normalized) is 0.856. (3) The peptide sequence is YVGHDEFDAFVAYHI. The MHC is HLA-DQA10101-DQB10501 with pseudo-sequence HLA-DQA10101-DQB10501. The binding affinity (normalized) is 0.536. (4) The binding affinity (normalized) is 0.200. The peptide sequence is AVTFVNAPAFAAERG. The MHC is DRB1_1501 with pseudo-sequence DRB1_1501. (5) The peptide sequence is DHAHWTEAKMLLDNI. The MHC is DRB1_1101 with pseudo-sequence DRB1_1101. The binding affinity (normalized) is 0.0764. (6) The binding affinity (normalized) is 0.198. The MHC is DRB4_0101 with pseudo-sequence DRB4_0103. The peptide sequence is GVFHELPSLCRVNNS.